From a dataset of Rat liver microsome stability data. Regression/Classification. Given a drug SMILES string, predict its absorption, distribution, metabolism, or excretion properties. Task type varies by dataset: regression for continuous measurements (e.g., permeability, clearance, half-life) or binary classification for categorical outcomes (e.g., BBB penetration, CYP inhibition). Dataset: rlm. (1) The result is 0 (unstable in rat liver microsomes). The compound is COC(=O)Nc1ccc2oc3cc(S(=O)(=O)N[C@H](C(=O)O)C(C)C)ccc3c2c1. (2) The drug is O=C1CCCc2cc(S(=O)(=O)Nc3cnccc3C(=O)Nc3nc(-c4ccccc4)cs3)ccc2N1. The result is 0 (unstable in rat liver microsomes).